This data is from Catalyst prediction with 721,799 reactions and 888 catalyst types from USPTO. The task is: Predict which catalyst facilitates the given reaction. Reactant: C([SiH2]O[C:7](C)(C)[C:8]1[CH:13]=[CH:12][C:11]([C:14]#[C:15][C:16]([CH:28]2[CH2:32][CH2:31][CH2:30][CH2:29]2)([OH:27])[CH2:17][C:18]2[O:23][C:22]([CH3:25])([CH3:24])[O:21][C:20](=[O:26])[CH:19]=2)=[CH:10][C:9]=1[CH2:33][CH3:34])(C)(C)C. Product: [CH:28]1([C:16]([OH:27])([CH2:15][CH2:14][C:11]2[CH:12]=[CH:13][C:8]([CH3:7])=[C:9]([CH2:33][CH3:34])[CH:10]=2)[CH2:17][C:18]2[O:23][C:22]([CH3:24])([CH3:25])[O:21][C:20](=[O:26])[CH:19]=2)[CH2:32][CH2:31][CH2:30][CH2:29]1. The catalyst class is: 320.